From a dataset of Catalyst prediction with 721,799 reactions and 888 catalyst types from USPTO. Predict which catalyst facilitates the given reaction. (1) Reactant: Br[C:2]1[C:3]([CH3:10])=[N:4][CH:5]=[C:6]([O:8][CH3:9])[CH:7]=1.CC1(C)C(C)(C)[O:15][B:14](B2OC(C)(C)C(C)(C)O2)[O:13]1.C(Cl)Cl.C([O-])(=O)C.[K+].Cl. Product: [CH3:9][O:8][C:6]1[CH:7]=[C:2]([B:14]([OH:15])[OH:13])[C:3]([CH3:10])=[N:4][CH:5]=1. The catalyst class is: 75. (2) Reactant: [N:1]1[CH:6]=[CH:5][CH:4]=[C:3]([N:7]2[CH:16]=[C:10]3[C:11](=[O:15])[NH:12][CH2:13][CH2:14][C:9]3=[N:8]2)[CH:2]=1.[OH-].[Na+].[CH:19]1([CH2:22]Br)[CH2:21][CH2:20]1. Product: [CH:19]1([CH2:22][N:12]2[CH2:13][CH2:14][C:9]3=[N:8][N:7]([C:3]4[CH:2]=[N:1][CH:6]=[CH:5][CH:4]=4)[CH:16]=[C:10]3[C:11]2=[O:15])[CH2:21][CH2:20]1. The catalyst class is: 42.